From a dataset of Catalyst prediction with 721,799 reactions and 888 catalyst types from USPTO. Predict which catalyst facilitates the given reaction. (1) Reactant: Cl.[NH2:2][C:3]([CH3:8])([CH3:7])[C:4]#[C:5][CH3:6].[N:9]1[C:18]2[C:13](=[CH:14][C:15]([O:19][CH:20]([O:24][CH2:25][CH3:26])[C:21](O)=[O:22])=[CH:16][CH:17]=2)[CH:12]=[CH:11][CH:10]=1.Cl.CN(C)CCCN=C=NCC.ON1C2C=CC=CC=2N=N1. Product: [N:9]1[C:18]2[C:13](=[CH:14][C:15]([O:19][CH:20]([O:24][CH2:25][CH3:26])[C:21]([NH:2][C:3]([CH3:8])([C:4]#[C:5][CH3:6])[CH3:7])=[O:22])=[CH:16][CH:17]=2)[CH:12]=[CH:11][CH:10]=1. The catalyst class is: 681. (2) Reactant: [OH:1][CH2:2][CH:3]([CH:6]1[CH2:9][CH:8]([S:10]([O:13][CH2:14][CH2:15][CH2:16][CH3:17])(=[O:12])=[O:11])[CH2:7]1)[CH2:4][OH:5].[CH2:18](Br)[C:19]1[CH:24]=[CH:23][CH:22]=[CH:21][CH:20]=1.[H-].[Na+]. Product: [CH2:18]([O:1][CH2:2][CH:3]([CH:6]1[CH2:7][CH:8]([S:10]([O:13][CH2:14][CH2:15][CH2:16][CH3:17])(=[O:12])=[O:11])[CH2:9]1)[CH2:4][O:5][CH2:18][C:19]1[CH:24]=[CH:23][CH:22]=[CH:21][CH:20]=1)[C:19]1[CH:24]=[CH:23][CH:22]=[CH:21][CH:20]=1. The catalyst class is: 1.